This data is from HIV replication inhibition screening data with 41,000+ compounds from the AIDS Antiviral Screen. The task is: Binary Classification. Given a drug SMILES string, predict its activity (active/inactive) in a high-throughput screening assay against a specified biological target. (1) The molecule is Cc1cc(N(CCC#N)CCC#N)ccc1C=C(NC(=O)C=Cc1ccccc1)C(=O)NN. The result is 0 (inactive). (2) The drug is Cc1n[nH]c2c(N(C)C)ncnc12. The result is 0 (inactive). (3) The molecule is COC(=O)c1ccc(S)c(S(=O)(=O)Nc2nc(=N)[nH][nH]2)c1. The result is 0 (inactive). (4) The compound is Cc1ccc(NC(=O)C(CC(=O)c2sc(Nc3ccc(Cl)c(Cl)c3)nc2C)=NNc2ccc([N+](=O)[O-])cc2[N+](=O)[O-])c(C)c1. The result is 0 (inactive). (5) The compound is CC(=O)N(O)Cc1ccccc1. The result is 0 (inactive). (6) The drug is Cc1ccc(-c2c(C#N)c(-c3ccc(Cl)cc3)c(C#N)c(=O)n2NS(=O)(=O)c2ccc(C)cc2)cc1. The result is 0 (inactive).